This data is from NCI-60 drug combinations with 297,098 pairs across 59 cell lines. The task is: Regression. Given two drug SMILES strings and cell line genomic features, predict the synergy score measuring deviation from expected non-interaction effect. Drug 1: CC1=CC2C(CCC3(C2CCC3(C(=O)C)OC(=O)C)C)C4(C1=CC(=O)CC4)C. Drug 2: C1=CC=C(C=C1)NC(=O)CCCCCCC(=O)NO. Cell line: IGROV1. Synergy scores: CSS=5.70, Synergy_ZIP=5.12, Synergy_Bliss=6.34, Synergy_Loewe=2.01, Synergy_HSA=4.67.